This data is from Catalyst prediction with 721,799 reactions and 888 catalyst types from USPTO. The task is: Predict which catalyst facilitates the given reaction. (1) Reactant: C([O:8][C:9]1[CH:14]=[CH:13][C:12]([NH:15][CH2:16][CH:17]([O:20][CH3:21])[O:18][CH3:19])=[CH:11][CH:10]=1)C1C=CC=CC=1.[H][H]. Product: [CH3:21][O:20][CH:17]([O:18][CH3:19])[CH2:16][NH:15][C:12]1[CH:13]=[CH:14][C:9]([OH:8])=[CH:10][CH:11]=1. The catalyst class is: 421. (2) Reactant: [OH:1][C:2]1[CH:11]=[CH:10][C:9]([N+:12]([O-:14])=[O:13])=[CH:8][C:3]=1[C:4]([O:6][CH3:7])=[O:5].[F:15][C:16]([F:32])([F:31])[C:17]1[CH:22]=[CH:21][C:20]([CH:23]([C:25]2[CH:30]=[CH:29][CH:28]=[CH:27][CH:26]=2)O)=[CH:19][CH:18]=1.C1(C)C=CC=CC=1.C1(P(C2C=CC=CC=2)C2C=CC=CC=2)C=CC=CC=1. Product: [F:15][C:16]([F:31])([F:32])[C:17]1[CH:18]=[CH:19][C:20]([CH:23]([C:25]2[CH:30]=[CH:29][CH:28]=[CH:27][CH:26]=2)[O:1][C:2]2[CH:11]=[CH:10][C:9]([N+:12]([O-:14])=[O:13])=[CH:8][C:3]=2[C:4]([O:6][CH3:7])=[O:5])=[CH:21][CH:22]=1. The catalyst class is: 3. (3) Reactant: [F:1][C:2]1([CH2:18][OH:19])[CH2:7][CH2:6][N:5]([C:8]([O:10][CH2:11][C:12]2[CH:17]=[CH:16][CH:15]=[CH:14][CH:13]=2)=[O:9])[CH2:4][CH2:3]1.[CH3:20][S:21](Cl)(=[O:23])=[O:22]. Product: [F:1][C:2]1([CH2:18][O:19][S:21]([CH3:20])(=[O:23])=[O:22])[CH2:3][CH2:4][N:5]([C:8]([O:10][CH2:11][C:12]2[CH:17]=[CH:16][CH:15]=[CH:14][CH:13]=2)=[O:9])[CH2:6][CH2:7]1. The catalyst class is: 2. (4) Reactant: C(OC(=O)C([CH:11]1[CH2:14][N:13]([C:15]([O:17][C:18]([CH3:21])([CH3:20])[CH3:19])=[O:16])[CH2:12]1)C(OCC)=O)C.[CH2:35]1O[CH2:39][CH2:38][O:37][CH2:36][CH2:35]O[CH2:39][CH2:38][O:37][CH2:36][CH2:35]O[CH2:39][CH2:38][O:37][CH2:36]1.[OH-:41].[Na+]. Product: [C:18]([O:17][C:15]([N:13]1[CH2:14][CH:39]([C:38]([O:37][CH2:36][CH3:35])=[O:41])[CH:12]1[CH3:11])=[O:16])([CH3:21])([CH3:20])[CH3:19]. The catalyst class is: 234. (5) Reactant: [Cl:1][C:2]1[CH:3]=[CH:4][C:5]([OH:29])=[C:6]([CH:28]=1)[C:7]([NH:9][C:10]1[C:11]([C:24]([O:26]C)=[O:25])=[C:12]([C:15]2[CH:20]=[CH:19][C:18]([CH3:21])=[C:17]([F:22])[C:16]=2[F:23])[S:13][CH:14]=1)=[O:8].[OH-].[Li+]. Product: [Cl:1][C:2]1[CH:3]=[CH:4][C:5]([OH:29])=[C:6]([CH:28]=1)[C:7]([NH:9][C:10]1[C:11]([C:24]([OH:26])=[O:25])=[C:12]([C:15]2[CH:20]=[CH:19][C:18]([CH3:21])=[C:17]([F:22])[C:16]=2[F:23])[S:13][CH:14]=1)=[O:8]. The catalyst class is: 193.